From a dataset of Reaction yield outcomes from USPTO patents with 853,638 reactions. Predict the reaction yield, written as a fraction of the theoretical maximum amount of product (1.0 means a 100% yield; for example, 0.34 means a 34% yield). (1) The reactants are [NH:1]1[C:9]2[C:4](=[CH:5][CH:6]=[CH:7][CH:8]=2)[C:3](/[CH:10]=[C:11]2\[O:12][C:13]3[C:20]([CH:21]4[CH2:26][CH2:25][N:24](C(OC(C)(C)C)=O)[CH2:23][CH2:22]4)=[C:19]([O:34][CH3:35])[CH:18]=[CH:17][C:14]=3[C:15]\2=[O:16])=[N:2]1.Cl. The catalyst is C(Cl)Cl.O1CCOCC1. The product is [NH:1]1[C:9]2[C:4](=[CH:5][CH:6]=[CH:7][CH:8]=2)[C:3](/[CH:10]=[C:11]2\[O:12][C:13]3[C:20]([CH:21]4[CH2:26][CH2:25][NH:24][CH2:23][CH2:22]4)=[C:19]([O:34][CH3:35])[CH:18]=[CH:17][C:14]=3[C:15]\2=[O:16])=[N:2]1. The yield is 0.880. (2) The reactants are C[Al](C)C.[CH3:5][O:6][C:7]1[CH:8]=[C:9]([CH2:15][CH2:16][C:17]2[CH:18]=[C:19]([NH2:22])[NH:20][N:21]=2)[CH:10]=[C:11]([O:13][CH3:14])[CH:12]=1.[CH3:23][N:24]1[CH2:29][CH2:28][CH:27]([C:30]2[N:35]=[CH:34][C:33]([C:36](OC)=[O:37])=[CH:32][N:31]=2)[CH2:26][CH2:25]1.Cl. The catalyst is C1(C)C=CC=CC=1.CO. The product is [CH3:14][O:13][C:11]1[CH:10]=[C:9]([CH2:15][CH2:16][C:17]2[CH:18]=[C:19]([NH:22][C:36]([C:33]3[CH:34]=[N:35][C:30]([CH:27]4[CH2:28][CH2:29][N:24]([CH3:23])[CH2:25][CH2:26]4)=[N:31][CH:32]=3)=[O:37])[NH:20][N:21]=2)[CH:8]=[C:7]([O:6][CH3:5])[CH:12]=1. The yield is 0.390. (3) The reactants are [CH2:1]([O:3][C:4](=[O:27])[CH:5]([C:10]1[CH:11]=[C:12]([C:17]2[CH:22]=[CH:21][C:20]([C:23]([F:26])([F:25])[F:24])=[CH:19][CH:18]=2)[CH:13]=[C:14]([OH:16])[CH:15]=1)[CH2:6][CH:7]([CH3:9])[CH3:8])[CH3:2].C1C=CC(N([S:35]([C:38]([F:41])([F:40])[F:39])(=[O:37])=[O:36])[S:35]([C:38]([F:41])([F:40])[F:39])(=[O:37])=[O:36])=CC=1.CCN(CC)CC. The catalyst is C1COCC1. The product is [CH2:1]([O:3][C:4](=[O:27])[CH:5]([C:10]1[CH:11]=[C:12]([C:17]2[CH:22]=[CH:21][C:20]([C:23]([F:24])([F:26])[F:25])=[CH:19][CH:18]=2)[CH:13]=[C:14]([O:16][S:35]([C:38]([F:41])([F:40])[F:39])(=[O:37])=[O:36])[CH:15]=1)[CH2:6][CH:7]([CH3:9])[CH3:8])[CH3:2]. The yield is 0.980.